This data is from Experimentally validated miRNA-target interactions with 360,000+ pairs, plus equal number of negative samples. The task is: Binary Classification. Given a miRNA mature sequence and a target amino acid sequence, predict their likelihood of interaction. (1) Result: 0 (no interaction). The protein sequence of the target gene is MPMHFIFSDEAVLLFDFWRVHSPTGMALSVLVVLLLAVLYEGIKVGKAKLLHKTLESLPATNSQQFILGPDQDSTGSRSTSDNRTRLRWFLCYFGQSLVHVIQVVIGYFVMLAVMSYNTWIFLGVVLGSAVGYYLAYPLLNMT. The miRNA is hsa-miR-146b-5p with sequence UGAGAACUGAAUUCCAUAGGCUG. (2) The miRNA is dme-miR-92b-3p with sequence AAUUGCACUAGUCCCGGCCUGC. The protein sequence of the target gene is MALSDVDVKKQIKHMMAFIEQEANEKAEEIDAKAEEEFNIEKGRLVQTQRLKIMEYYEKKEKQIEQQKKILMSTMRNQARLKVLRARNDLISDLLSEAKLRLSRIVEDPEVYQGLLDKLVLQGLLRLLEPVMIVRCRPQDLLLVEAAVQKAIPEYMTISQKHVEVQIDKEAYLAVNAAGGVEVYSGNQRIKVSNTLESRLDLSAKQKMPEIRMALFGANTNRKFFI. Result: 0 (no interaction). (3) The protein sequence of the target gene is MAVLSKEYGFVLLTGAASFIMVAHLAINVSKARKKYKVEYPIMYSTDPENGHIFNCIQRAHQNTLEVYPPFLFFLAVGGVYHPRIASGLGLAWIVGRVLYAYGYYTGEPSKRSRGALGSIALLGLVGTTVCSAFQHLGWVKSGLGSGPKCCH. Result: 1 (interaction). The miRNA is hsa-miR-6819-3p with sequence AAGCCUCUGUCCCCACCCCAG. (4) Result: 0 (no interaction). The protein sequence of the target gene is MAHGPGALMLKCVVVGDGAVGKTCLLMSYANDAFPEEYVPTVFDHYAVSVTVGGKQYLLGLYDTAGQEDYDRLRPLSYPMTDVFLICFSVVNPASFQNVKEEWVPELKEYAPNVPFLLIGTQIDLRDDPKTLARLNDMKEKPVCVEQGQKLAKEIGACCYVECSALTQKGLKTVFDEAIIAILTPKKHTVKKRIGSRCINCCLIT. The miRNA is mmu-miR-669e-5p with sequence UGUCUUGUGUGUGCAUGUUCAU. (5) The miRNA is mmu-miR-592-5p with sequence AUUGUGUCAAUAUGCGAUGAUGU. Result: 0 (no interaction). The protein sequence of the target gene is MVMKTGQYVLYEQKLKSLLNENAKLVINTKHREFSNWKDPSCSS. (6) The miRNA is hsa-miR-6826-3p with sequence CUCCCCUCUCUUUCCUGUUCAG. The protein sequence of the target gene is MAARPITLGIDLGTTSVKAALLRAAPDDPSGFAVLASCARAARAEAAVESAVAGPQGREQDVSRILQALHECLAALPRPQLRSVVGIGVSGQMHGVVFWKTGQGCEWTEGGITPVFEPRAVSHLVTWQDGRCSSEFLASLPQPKSHLSVATGFGCATIFWLLKYRPEFLKSYDAAGTIHDYVVAMLCGLPRPLMSDQNAASWGYFNTQSQSWNVETLRSSGFPVHLLPDIAEPGSVAGRTSHMWFEIPKGTQVGVALGDLQASVYSCMAQRTDAVLNISTSVQLAASMPSGFQPAQTPDP.... Result: 0 (no interaction).